From a dataset of Catalyst prediction with 721,799 reactions and 888 catalyst types from USPTO. Predict which catalyst facilitates the given reaction. (1) Reactant: [CH3:1][C:2]1[CH:26]=[CH:25][CH:24]=[C:23]([CH3:27])[C:3]=1[CH2:4][N:5]1[C:9]2[CH:10]=[CH:11][CH:12]=[CH:13][C:8]=2[N:7]=[C:6]1[C:14]1[CH:22]=[CH:21][CH:20]=[CH:19][C:15]=1[C:16](O)=[O:17].[CH3:28][NH:29][C:30](=[S:33])[NH:31][NH2:32].Cl.CN(C)CCCN=C=NCC.ON1C2C=CC=CC=2N=N1.CN1CCOCC1. Product: [CH3:1][C:2]1[CH:26]=[CH:25][CH:24]=[C:23]([CH3:27])[C:3]=1[CH2:4][N:5]1[C:9]2[CH:10]=[CH:11][CH:12]=[CH:13][C:8]=2[N:7]=[C:6]1[C:14]1[CH:22]=[CH:21][CH:20]=[CH:19][C:15]=1[C:16]([NH:32][NH:31][C:30]([NH:29][CH3:28])=[S:33])=[O:17]. The catalyst class is: 35. (2) Reactant: C([Mg]Cl)(C)C.Br[C:7]1[CH:12]=[C:11]([O:13][C:14]2[CH:19]=[CH:18][C:17]([O:20][CH3:21])=[CH:16][CH:15]=2)[C:10]([Cl:22])=[CH:9][C:8]=1[F:23].[C:24](OCC)(=[O:30])[C:25]([O:27][CH2:28][CH3:29])=[O:26].[Cl-].[NH4+]. Product: [Cl:22][C:10]1[C:11]([O:13][C:14]2[CH:19]=[CH:18][C:17]([O:20][CH3:21])=[CH:16][CH:15]=2)=[CH:12][C:7]([C:24](=[O:30])[C:25]([O:27][CH2:28][CH3:29])=[O:26])=[C:8]([F:23])[CH:9]=1. The catalyst class is: 1. (3) Reactant: [CH:1]1[C:13]2[CH2:12][C:11]3[C:6](=[CH:7][CH:8]=[CH:9][CH:10]=3)[C:5]=2[CH:4]=[CH:3][CH:2]=1.[CH2:14]([Li])[CH2:15][CH2:16][CH3:17].[CH2:19](Br)[CH2:20][CH2:21][CH2:22][CH2:23][CH2:24][CH2:25][CH3:26].O. Product: [CH2:17]([C:12]1([CH2:19][CH2:20][CH2:21][CH2:22][CH2:23][CH2:24][CH2:25][CH3:26])[C:11]2[CH:10]=[CH:9][CH:8]=[CH:7][C:6]=2[C:5]2[C:13]1=[CH:1][CH:2]=[CH:3][CH:4]=2)[CH2:16][CH2:15][CH2:14][CH2:13][CH2:1][CH2:2][CH3:3]. The catalyst class is: 134. (4) The catalyst class is: 8. Product: [Br:1][C:2]1[S:6][C:5]2[CH:7]=[C:8]([OH:11])[CH:9]=[CH:10][C:4]=2[C:3]=1[Br:18]. Reactant: [Br:1][C:2]1[S:6][C:5]2[CH:7]=[C:8]([O:11]C(=O)C(C)(C)C)[CH:9]=[CH:10][C:4]=2[C:3]=1[Br:18].[OH-].[K+].